Dataset: Forward reaction prediction with 1.9M reactions from USPTO patents (1976-2016). Task: Predict the product of the given reaction. (1) Given the reactants I[C:2]1[CH:7]=[C:6]([N+:8]([O-:10])=[O:9])[CH:5]=[C:4]([I:11])[C:3]=1[OH:12].[C:13]([CH:15]1[CH2:17][CH2:16]1)#[CH:14].O, predict the reaction product. The product is: [CH:15]1([C:13]2[O:12][C:3]3[C:4]([I:11])=[CH:5][C:6]([N+:8]([O-:10])=[O:9])=[CH:7][C:2]=3[CH:14]=2)[CH2:17][CH2:16]1. (2) Given the reactants [C:1]([O:5][C:6](=[O:27])[C@@H:7]([N:10]([CH2:19][C:20]([O:22][C:23]([CH3:26])([CH3:25])[CH3:24])=[O:21])[CH2:11][C:12]([O:14][C:15]([CH3:18])([CH3:17])[CH3:16])=[O:13])[CH2:8][OH:9])([CH3:4])([CH3:3])[CH3:2].C(N(C(C)C)CC)(C)C.[C:37](O[C:37](=[O:42])[CH2:38][CH2:39][CH:40]=[CH2:41])(=[O:42])[CH2:38][CH2:39][CH:40]=[CH2:41], predict the reaction product. The product is: [C:1]([O:5][C:6](=[O:27])[C@@H:7]([N:10]([CH2:19][C:20]([O:22][C:23]([CH3:26])([CH3:25])[CH3:24])=[O:21])[CH2:11][C:12]([O:14][C:15]([CH3:18])([CH3:16])[CH3:17])=[O:13])[CH2:8][O:9][C:37](=[O:42])[CH2:38][CH2:39][CH:40]=[CH2:41])([CH3:2])([CH3:3])[CH3:4]. (3) The product is: [F:32][C:33]([F:50])([F:51])[O:34][C:35]1[CH:36]=[CH:37][C:38]([O:39][C:40]2[CH:41]=[C:42]([CH2:43][NH:44][C:4](=[O:6])[C:3]3[CH:7]=[CH:8][CH:9]=[N:10][C:2]=3[NH2:1])[CH:45]=[CH:46][CH:47]=2)=[CH:48][CH:49]=1. Given the reactants [NH2:1][C:2]1[N:10]=[CH:9][CH:8]=[CH:7][C:3]=1[C:4]([OH:6])=O.ON1C2C=CC=CC=2N=N1.CCN=C=NCCCN(C)C.[F:32][C:33]([F:51])([F:50])[O:34][C:35]1[CH:49]=[CH:48][C:38]([O:39][C:40]2[CH:41]=[C:42]([CH:45]=[CH:46][CH:47]=2)[CH2:43][NH2:44])=[CH:37][CH:36]=1.C(=O)(O)[O-].[Na+], predict the reaction product. (4) Given the reactants [CH:1]1([C:4](=[O:6])[CH3:5])[CH2:3][CH2:2]1.CO[CH:9](OC)[N:10]([CH3:12])[CH3:11], predict the reaction product. The product is: [CH:1]1([C:4](=[O:6])[CH:5]=[CH:9][N:10]([CH3:12])[CH3:11])[CH2:3][CH2:2]1. (5) Given the reactants [C:1]([C:5]1[CH:6]=[C:7]([CH:22]([OH:27])[C:23]([F:26])([F:25])[F:24])[C:8]([O:20][CH3:21])=[C:9]([NH:11][C:12](=[O:19])OCC(Cl)(Cl)Cl)[CH:10]=1)([CH3:4])([CH3:3])[CH3:2].[NH2:28][CH:29]1[CH2:37][C:36]2[C:31](=[CH:32][CH:33]=[CH:34][CH:35]=2)[CH2:30]1.C(N(CC)C(C)C)(C)C, predict the reaction product. The product is: [C:1]([C:5]1[CH:6]=[C:7]([CH:22]([OH:27])[C:23]([F:26])([F:24])[F:25])[C:8]([O:20][CH3:21])=[C:9]([NH:11][C:12]([NH:28][CH:29]2[CH2:37][C:36]3[C:31](=[CH:32][CH:33]=[CH:34][CH:35]=3)[CH2:30]2)=[O:19])[CH:10]=1)([CH3:4])([CH3:2])[CH3:3].